The task is: Predict the reaction yield, written as a fraction of the theoretical maximum amount of product (1.0 means a 100% yield; for example, 0.34 means a 34% yield).. This data is from Reaction yield outcomes from USPTO patents with 853,638 reactions. (1) The reactants are [CH3:1][O:2][C:3](=[O:19])[C@@H:4]([NH:8][C:9]([O:11][CH2:12][C:13]1[CH:18]=[CH:17][CH:16]=[CH:15][CH:14]=1)=[O:10])[CH2:5][CH2:6][OH:7].N1C=CN=C1.[C:25]([Si:29](Cl)([CH3:31])[CH3:30])([CH3:28])([CH3:27])[CH3:26].CN(C)C=O. The catalyst is O1CCCC1.O. The product is [CH3:1][O:2][C:3](=[O:19])[C@@H:4]([NH:8][C:9]([O:11][CH2:12][C:13]1[CH:14]=[CH:15][CH:16]=[CH:17][CH:18]=1)=[O:10])[CH2:5][CH2:6][O:7][Si:29]([C:25]([CH3:28])([CH3:27])[CH3:26])([CH3:31])[CH3:30]. The yield is 0.630. (2) The reactants are [O:1]1[CH2:6][CH2:5][CH2:4][C:3](=O)[CH2:2]1.[NH:8]1[CH2:13][CH2:12][O:11][CH2:10][CH2:9]1.O. The catalyst is C1(C)C=CC=CC=1. The product is [O:1]1[CH:2]=[C:3]([N:8]2[CH2:13][CH2:12][O:11][CH2:10][CH2:9]2)[CH2:4][CH2:5][CH2:6]1. The yield is 1.00. (3) The reactants are F[C:2]1[CH:9]=[CH:8][C:5]([C:6]#[N:7])=[CH:4][CH:3]=1.[NH:10]1[CH2:15][CH2:14][O:13][CH2:12][CH2:11]1. The catalyst is CS(C)=O.O. The product is [O:13]1[CH2:14][CH2:15][N:10]([C:2]2[CH:9]=[CH:8][C:5]([C:6]#[N:7])=[CH:4][CH:3]=2)[CH2:11][CH2:12]1. The yield is 0.790. (4) The reactants are [C:1]([C:3]1[CH:4]=[C:5]2[C:10](=[CH:11][C:12]=1F)[O:9][CH2:8][CH2:7][CH:6]2[C:14]([OH:16])=[O:15])#[N:2].C([O-])([O-])=O.[K+].[K+].[Cl:23][C:24]1[CH:41]=[C:40]([Cl:42])[CH:39]=[CH:38][C:25]=1[CH2:26][CH2:27][NH:28][C:29](=[O:37])[C:30]1[CH:35]=[CH:34][C:33]([OH:36])=[CH:32][CH:31]=1. The catalyst is CN1CCCC1=O. The product is [Cl:23][C:24]1[CH:41]=[C:40]([Cl:42])[CH:39]=[CH:38][C:25]=1[CH2:26][CH2:27][NH:28][C:29]([C:30]1[CH:35]=[CH:34][C:33]([O:36][C:12]2[CH:11]=[C:10]3[C:5]([CH:6]([C:14]([OH:16])=[O:15])[CH2:7][CH2:8][O:9]3)=[CH:4][C:3]=2[C:1]#[N:2])=[CH:32][CH:31]=1)=[O:37]. The yield is 0.0520. (5) The reactants are Br[C:2]1[CH:3]=[CH:4][C:5]2[O:9][CH:8]=[CH:7][C:6]=2[CH:10]=1.[NH:11]1[CH2:16][CH2:15][CH2:14][CH2:13][CH2:12]1.CC(C)([O-])C.[Na+]. The catalyst is C1(C)C=CC=CC=1.C1C=CC(P(C2C=CC=CC=2)[C-]2C=CC=C2)=CC=1.C1C=CC(P(C2C=CC=CC=2)[C-]2C=CC=C2)=CC=1.Cl[Pd]Cl.[Fe+2].C1C=CC(P(C2C=CC=CC=2)[C-]2C=CC=C2)=CC=1.C1C=CC(P(C2C=CC=CC=2)[C-]2C=CC=C2)=CC=1.[Fe+2]. The product is [O:9]1[C:5]2[CH:4]=[CH:3][C:2]([N:11]3[CH2:16][CH2:15][CH2:14][CH2:13][CH2:12]3)=[CH:10][C:6]=2[CH:7]=[CH:8]1. The yield is 0.270.